The task is: Predict the reactants needed to synthesize the given product.. This data is from Retrosynthesis with 50K atom-mapped reactions and 10 reaction types from USPTO. (1) Given the product C[C@@H](Nc1ncnc2cccc(OC3CCN(C)CC3)c12)c1ccccc1, predict the reactants needed to synthesize it. The reactants are: CN1CCC(Oc2cccc3ncnc(Cl)c23)CC1.C[C@@H](N)c1ccccc1. (2) Given the product N=C(N)Nc1nc2c(s1)CN(C(=O)Nc1ccccc1)CC2, predict the reactants needed to synthesize it. The reactants are: N=C(N)Nc1nc2c(s1)CNCC2.O=C=Nc1ccccc1. (3) Given the product CCN(CC)C(=O)N[C@H]1C[C@@H]2c3cc([N+](=O)[O-])cc4c3c(cn4C(C)=O)C[C@H]2N(C)C1, predict the reactants needed to synthesize it. The reactants are: CC(=O)Cl.CCN(CC)C(=O)N[C@H]1C[C@@H]2c3cc([N+](=O)[O-])cc4[nH]cc(c34)C[C@H]2N(C)C1. (4) Given the product CON(C)C(=O)c1cccc(C)c1[N+](=O)[O-], predict the reactants needed to synthesize it. The reactants are: CNOC.Cc1cccc(C(=O)O)c1[N+](=O)[O-]. (5) Given the product COC(=O)N1CCC(C(=O)N2CC[C@@H](N(C)C(=O)c3ccc(Cl)cc3)[C@H](c3ccc(Cl)c(Cl)c3)C2)CC1, predict the reactants needed to synthesize it. The reactants are: CN(C(=O)c1ccc(Cl)cc1)[C@@H]1CCNC[C@H]1c1ccc(Cl)c(Cl)c1.COC(=O)N1CCC(C(=O)O)CC1. (6) Given the product Cc1ncc(C(COc2noc3ccc(Cl)cc23)NC(c2ccccc2)(c2ccccc2)c2ccccc2)s1, predict the reactants needed to synthesize it. The reactants are: Cc1ncc(C(CO)NC(c2ccccc2)(c2ccccc2)c2ccccc2)s1.Clc1ccc2onc(Cl)c2c1. (7) Given the product COc1cc(C)c(C(=O)CCCCCCCCCCO)c(O)c1OC, predict the reactants needed to synthesize it. The reactants are: COc1cc(C)c(C(=O)CCCCCCCCCCOC(C)=O)c(O)c1OC.